Dataset: Forward reaction prediction with 1.9M reactions from USPTO patents (1976-2016). Task: Predict the product of the given reaction. (1) Given the reactants [OH:1][C:2]1[CH:3]=[C:4]([CH:8]=[C:9]2[C:14](=[O:15])[O:13][C:12]([CH3:17])([CH3:16])[O:11][C:10]2=[O:18])[CH:5]=[CH:6][CH:7]=1.[CH:19]1([Mg]Br)[CH2:21][CH2:20]1, predict the reaction product. The product is: [CH:19]1([CH:8]([C:4]2[CH:5]=[CH:6][CH:7]=[C:2]([OH:1])[CH:3]=2)[CH:9]2[C:10](=[O:18])[O:11][C:12]([CH3:16])([CH3:17])[O:13][C:14]2=[O:15])[CH2:21][CH2:20]1. (2) Given the reactants [Cl:1][C:2]1[CH:7]=[CH:6][C:5]([C:8]2[N:9]=[C:10]3[N:14]([C:15]=2[CH2:16][OH:17])[CH:13]=[C:12]([CH:18]=[O:19])[S:11]3)=[CH:4][CH:3]=1.[CH3:20][Mg]Br, predict the reaction product. The product is: [Cl:1][C:2]1[CH:7]=[CH:6][C:5]([C:8]2[N:9]=[C:10]3[N:14]([C:15]=2[CH2:16][OH:17])[CH:13]=[C:12]([CH:18]([OH:19])[CH3:20])[S:11]3)=[CH:4][CH:3]=1. (3) Given the reactants [NH2:1][C:2]1[CH:7]=[CH:6][C:5]([Br:8])=[CH:4][N:3]=1.S(=O)(=O)(O)O.O.[I:15](O)(=O)(=O)=O.II.[OH-].[Na+], predict the reaction product. The product is: [NH2:1][C:2]1[C:7]([I:15])=[CH:6][C:5]([Br:8])=[CH:4][N:3]=1.